The task is: Predict the reaction yield, written as a fraction of the theoretical maximum amount of product (1.0 means a 100% yield; for example, 0.34 means a 34% yield).. This data is from Reaction yield outcomes from USPTO patents with 853,638 reactions. (1) The reactants are [N:1]1([C:7]2[C:8]3[N:16]=[C:15]([C:17]4[CH:18]=[N:19][CH:20]=[CH:21][CH:22]=4)[S:14][C:9]=3[N:10]=[C:11]([NH2:13])[N:12]=2)[CH2:6][CH2:5][NH:4][CH2:3][CH2:2]1.[C:23]1([CH3:34])[CH:28]=[CH:27][CH:26]=[C:25]([O:29][CH2:30][C:31](O)=[O:32])[CH:24]=1. No catalyst specified. The product is [NH2:13][C:11]1[N:12]=[C:7]([N:1]2[CH2:6][CH2:5][N:4]([C:31](=[O:32])[CH2:30][O:29][C:25]3[CH:24]=[C:23]([CH3:34])[CH:28]=[CH:27][CH:26]=3)[CH2:3][CH2:2]2)[C:8]2[N:16]=[C:15]([C:17]3[CH:18]=[N:19][CH:20]=[CH:21][CH:22]=3)[S:14][C:9]=2[N:10]=1. The yield is 0.450. (2) The reactants are [OH:1][CH2:2][C:3]1[N:4]=[C:5]2[CH2:10][N:9](C(OC(C)(C)C)=O)[CH2:8][CH2:7][N:6]2[CH:18]=1. The catalyst is Cl.C(OCC)(=O)C. The product is [N:4]1[C:3]([CH2:2][OH:1])=[CH:18][N:6]2[CH2:7][CH2:8][NH:9][CH2:10][C:5]=12. The yield is 0.826. (3) The reactants are [N:1]1([C:7]([O:9][C:10]([CH3:13])([CH3:12])[CH3:11])=[O:8])[CH2:6][CH2:5][NH:4][CH2:3][CH2:2]1.CCN(C(C)C)C(C)C.CN(C(ON1N=NC2C=CC=NC1=2)=[N+](C)C)C.F[P-](F)(F)(F)(F)F.[Br:47][C:48]1[CH:49]=[CH:50][C:51]2[C:57]3[S:58][C:59]([C:61]([N:63]([C:65]4[CH:66]=[C:67]([CH:71]=[CH:72][C:73]=4[Cl:74])[C:68](O)=[O:69])[CH3:64])=[O:62])=[CH:60][C:56]=3[CH2:55][CH2:54][O:53][C:52]=2[CH:75]=1. The catalyst is C1COCC1.O. The product is [Br:47][C:48]1[CH:49]=[CH:50][C:51]2[C:57]3[S:58][C:59]([C:61]([N:63]([C:65]4[CH:66]=[C:67]([CH:71]=[CH:72][C:73]=4[Cl:74])[C:68]([N:4]4[CH2:5][CH2:6][N:1]([C:7]([O:9][C:10]([CH3:13])([CH3:12])[CH3:11])=[O:8])[CH2:2][CH2:3]4)=[O:69])[CH3:64])=[O:62])=[CH:60][C:56]=3[CH2:55][CH2:54][O:53][C:52]=2[CH:75]=1. The yield is 0.970. (4) The reactants are [F:1][C:2]([F:13])([F:12])[C:3]1[CH:7]=[CH:6][NH:5][C:4]=1[C:8]([O:10][CH3:11])=[O:9].[C:14]1(B(O)O)[CH:19]=[CH:18][CH:17]=[CH:16][CH:15]=1.N1C=CC=CC=1. The catalyst is CC([O-])=O.CC([O-])=O.[Cu+2].ClCCl. The product is [C:14]1([N:5]2[CH:6]=[CH:7][C:3]([C:2]([F:1])([F:12])[F:13])=[C:4]2[C:8]([O:10][CH3:11])=[O:9])[CH:19]=[CH:18][CH:17]=[CH:16][CH:15]=1. The yield is 0.590.